This data is from Full USPTO retrosynthesis dataset with 1.9M reactions from patents (1976-2016). The task is: Predict the reactants needed to synthesize the given product. (1) Given the product [CH3:24][O:23][C:19]([C:20]1[S:21][C:4]2[CH:3]=[C:2]([Cl:1])[C:9]([O:10][CH3:11])=[CH:8][C:5]=2[CH:6]=1)=[O:22], predict the reactants needed to synthesize it. The reactants are: [Cl:1][C:2]1[C:9]([O:10][CH3:11])=[CH:8][C:5]([CH:6]=O)=[C:4](F)[CH:3]=1.C([O-])([O-])=O.[K+].[K+].[C:19]([O:23][CH3:24])(=[O:22])[CH2:20][SH:21]. (2) Given the product [Cl:10][C:11]1[CH:12]=[C:13]([NH:14][C:2]2[N:7]=[C:6]([NH:14][C:13]3[CH:15]=[CH:16][C:17]([F:18])=[C:11]([Cl:10])[CH:12]=3)[C:5]([F:9])=[CH:4][N:3]=2)[CH:15]=[CH:16][C:17]=1[F:18], predict the reactants needed to synthesize it. The reactants are: Cl[C:2]1[N:7]=[C:6](Cl)[C:5]([F:9])=[CH:4][N:3]=1.[Cl:10][C:11]1[CH:12]=[C:13]([CH:15]=[CH:16][C:17]=1[F:18])[NH2:14]. (3) The reactants are: O[C@@H]1[N:8]([C:9]([O:11][CH2:12][CH:13]=[CH2:14])=[O:10])[C:7]2[CH:15]=C(O[Si](C(C)C)(C(C)C)C(C)C)C(OC)=[CH:18][C:6]=2[C:5](=O)N2C=C(C)C[C@@H]12.[OH:37][N:38]1[C:42](=[O:43])[CH2:41][CH2:40][C:39]1=[O:44].C1(N=C=NC2CCCCC2)CCCCC1.C1C[O:63]CC1. Given the product [CH2:12]([O:11][C:9]([NH:8][C@@H:7]([CH:6]([CH3:18])[CH3:5])[C:15]([O:37][N:38]1[C:42](=[O:43])[CH2:41][CH2:40][C:39]1=[O:44])=[O:63])=[O:10])[CH:13]=[CH2:14], predict the reactants needed to synthesize it. (4) Given the product [Cl:3][C:12]1[N:8]([CH2:6][CH3:7])[N:9]=[C:10]([CH3:14])[C:11]=1[CH:17]=[O:18], predict the reactants needed to synthesize it. The reactants are: P(Cl)(Cl)([Cl:3])=O.[CH2:6]([N:8]1[C:12](O)=[CH:11][C:10]([CH3:14])=[N:9]1)[CH3:7].CN(C)[CH:17]=[O:18]. (5) Given the product [NH2:1][C:2]1[NH:7][C:6](=[O:8])[C:5]2=[C:9]([I:22])[N:10]=[C:11]([C@H:12]3[CH2:13][CH2:14][C@H:15]([C:18]([O:20][CH3:21])=[O:19])[CH2:16][CH2:17]3)[N:4]2[N:3]=1, predict the reactants needed to synthesize it. The reactants are: [NH2:1][C:2]1[NH:7][C:6](=[O:8])[C:5]2=[CH:9][N:10]=[C:11]([C@H:12]3[CH2:17][CH2:16][C@H:15]([C:18]([O:20][CH3:21])=[O:19])[CH2:14][CH2:13]3)[N:4]2[N:3]=1.[I:22]N1C(=O)CCC1=O.